This data is from Rat liver microsome stability data. The task is: Regression/Classification. Given a drug SMILES string, predict its absorption, distribution, metabolism, or excretion properties. Task type varies by dataset: regression for continuous measurements (e.g., permeability, clearance, half-life) or binary classification for categorical outcomes (e.g., BBB penetration, CYP inhibition). Dataset: rlm. (1) The compound is OCc1cccc(-c2nc(N3CCOCC3)c3ncn(C4CCN(Cc5ccccc5)CC4)c3n2)c1. The result is 1 (stable in rat liver microsomes). (2) The molecule is N[C@@H]1CCCN(c2cc(=O)[nH]c(=O)n2Cc2ccccc2Br)C1. The result is 0 (unstable in rat liver microsomes).